The task is: Predict the reaction yield, written as a fraction of the theoretical maximum amount of product (1.0 means a 100% yield; for example, 0.34 means a 34% yield).. This data is from Reaction yield outcomes from USPTO patents with 853,638 reactions. (1) The reactants are Cl[C:2]1[C:7]([CH2:8][C:9]([O:11][CH3:12])=[O:10])=[CH:6][N:5]=[C:4]([CH2:13][C:14]2[CH:19]=[CH:18][C:17]([N+:20]([O-:22])=[O:21])=[CH:16][CH:15]=2)[N:3]=1.[CH3:23][O:24][CH:25]([O:28][CH3:29])[CH2:26][NH2:27].C(N(CC)C(C)C)(C)C. The catalyst is O1CCOCC1. The product is [CH3:23][O:24][CH:25]([O:28][CH3:29])[CH2:26][NH:27][C:2]1[C:7]([CH2:8][C:9]([O:11][CH3:12])=[O:10])=[CH:6][N:5]=[C:4]([CH2:13][C:14]2[CH:19]=[CH:18][C:17]([N+:20]([O-:22])=[O:21])=[CH:16][CH:15]=2)[N:3]=1. The yield is 0.740. (2) The reactants are [Br:1][C:2]1[CH:3]=[C:4]([CH:7]=[C:8]([Br:10])[CH:9]=1)[CH:5]=O.[C:11]1([CH:17](P(=O)(OCC)OCC)[C:18]2[CH:23]=[CH:22][CH:21]=[CH:20][CH:19]=2)[CH:16]=[CH:15][CH:14]=[CH:13][CH:12]=1.CS(C)=O.CC(C)([O-])C.[K+]. The product is [C:11]1([C:17]([C:18]2[CH:19]=[CH:20][CH:21]=[CH:22][CH:23]=2)=[CH:5][C:4]2[CH:3]=[C:2]([Br:1])[CH:9]=[C:8]([Br:10])[CH:7]=2)[CH:16]=[CH:15][CH:14]=[CH:13][CH:12]=1. The yield is 0.740. The catalyst is O. (3) The catalyst is CN(C)C=O. The product is [O:17]([CH2:2][C:3]1[CH:4]=[C:5]([CH:8]=[CH:9][CH:10]=1)[C:6]#[N:7])[C:11]1[CH:16]=[CH:15][CH:14]=[CH:13][CH:12]=1. The yield is 0.970. The reactants are Br[CH2:2][C:3]1[CH:4]=[C:5]([CH:8]=[CH:9][CH:10]=1)[C:6]#[N:7].[C:11]1([OH:17])[CH:16]=[CH:15][CH:14]=[CH:13][CH:12]=1.C(=O)([O-])[O-].[K+].[K+].O. (4) The reactants are [Li+].[Br-].[CH3:3][O:4][C:5]1[CH:10]=[CH:9][CH:8]=[C:7]([NH2:11])[CH:6]=1.[CH3:12][C:13]1[CH:21]=[CH:20][C:19]2[N:18]([CH2:22][CH:23]3[CH2:25][O:24]3)[C:17]3[CH2:26][CH2:27][N:28]([C:30]([O:32][CH2:33][CH3:34])=[O:31])[CH2:29][C:16]=3[C:15]=2[CH:14]=1. No catalyst specified. The product is [OH:24][CH:23]([CH2:25][NH:11][C:7]1[CH:8]=[CH:9][CH:10]=[C:5]([O:4][CH3:3])[CH:6]=1)[CH2:22][N:18]1[C:19]2[CH:20]=[CH:21][C:13]([CH3:12])=[CH:14][C:15]=2[C:16]2[CH2:29][N:28]([C:30]([O:32][CH2:33][CH3:34])=[O:31])[CH2:27][CH2:26][C:17]1=2. The yield is 0.670.